The task is: Predict which catalyst facilitates the given reaction.. This data is from Catalyst prediction with 721,799 reactions and 888 catalyst types from USPTO. (1) Reactant: [Cl:1][C:2]1[N:3]=[N:4][C:5]([CH2:8]Cl)=[CH:6][CH:7]=1.C(=O)([O-])[O-].[K+].[K+].[F:16][C:17]1[C:22]([F:23])=[CH:21][CH:20]=[CH:19][C:18]=1[C:24]1[NH:32][C:27]2=[CH:28][N:29]=[N:30][CH:31]=[C:26]2[N:25]=1. Product: [Cl:1][C:2]1[N:3]=[N:4][C:5]([CH2:8][N:29]2[CH:28]=[C:27]3[N:32]=[C:24]([C:18]4[CH:19]=[CH:20][CH:21]=[C:22]([F:23])[C:17]=4[F:16])[N:25]=[C:26]3[CH:31]=[N:30]2)=[CH:6][CH:7]=1. The catalyst class is: 3. (2) Reactant: Br[CH2:2][C:3](=O)[CH:4]([CH:7]1[CH2:12][CH2:11][CH2:10][CH2:9][CH2:8]1)[O:5][CH3:6].C(OC(C1O[S:21]C=CC=1)=O)C.[NH4+:25].[OH-:26].[CH3:27][C:28](=O)[O:29][CH2:30][CH3:31]. Product: [CH:7]1([CH:4]([O:5][CH3:6])[C:3]2[N:25]=[C:27]([C:28]([O:29][CH2:30][CH3:31])=[O:26])[S:21][CH:2]=2)[CH2:12][CH2:11][CH2:10][CH2:9][CH2:8]1. The catalyst class is: 88. (3) Reactant: [C:1]([O:5][C:6]([N:8]1[CH2:13][CH2:12][C:11]2[N:14]([CH2:21][C:22]3[CH:27]=[CH:26][C:25]([O:28][CH3:29])=[CH:24][CH:23]=3)[N:15]=[C:16]([CH:17]=[CH:18][CH2:19][CH3:20])[C:10]=2[CH2:9]1)=[O:7])([CH3:4])([CH3:3])[CH3:2]. Product: [C:1]([O:5][C:6]([N:8]1[CH2:13][CH2:12][C:11]2[N:14]([CH2:21][C:22]3[CH:23]=[CH:24][C:25]([O:28][CH3:29])=[CH:26][CH:27]=3)[N:15]=[C:16]([CH2:17][CH2:18][CH2:19][CH3:20])[C:10]=2[CH2:9]1)=[O:7])([CH3:2])([CH3:3])[CH3:4]. The catalyst class is: 19.